Dataset: Catalyst prediction with 721,799 reactions and 888 catalyst types from USPTO. Task: Predict which catalyst facilitates the given reaction. (1) Reactant: C(OC([N:8]1[CH2:12][C@H:11]([CH2:13][NH:14][C:15]2[CH:20]=[CH:19][C:18]([Cl:21])=[CH:17][CH:16]=2)[C@@H:10]([CH2:22][C:23]2[CH:28]=[CH:27][CH:26]=[CH:25][CH:24]=2)[CH2:9]1)=O)(C)(C)C.Cl[CH2:30][C:31]1[C:40]2[C:35](=[CH:36][CH:37]=[CH:38][CH:39]=2)[CH:34]=[CH:33][CH:32]=1.CC#N.O.CC#N. Product: [CH2:22]([C@H:10]1[CH2:9][NH:8][CH2:12][C@@H:11]1[CH2:13][N:14]([C:15]1[CH:16]=[CH:17][C:18]([Cl:21])=[CH:19][CH:20]=1)[CH2:30][C:31]1[C:40]2[C:35](=[CH:36][CH:37]=[CH:38][CH:39]=2)[CH:34]=[CH:33][CH:32]=1)[C:23]1[CH:28]=[CH:27][CH:26]=[CH:25][CH:24]=1. The catalyst class is: 6. (2) Reactant: [C:1](OC)(OC)(OC)[O:2][CH3:3].[Cl:10][C:11]1[C:20]([NH2:21])=[C:19]([NH2:22])[C:18]2[C:13](=[CH:14][CH:15]=[CH:16][CH:17]=2)[N:12]=1.[OH-].[Na+].ClCCl. Product: [Cl:10][C:11]1[C:20]2[N:21]=[C:1]([O:2][CH3:3])[NH:22][C:19]=2[C:18]2[CH:17]=[CH:16][CH:15]=[CH:14][C:13]=2[N:12]=1. The catalyst class is: 86.